Dataset: Peptide-MHC class II binding affinity with 134,281 pairs from IEDB. Task: Regression. Given a peptide amino acid sequence and an MHC pseudo amino acid sequence, predict their binding affinity value. This is MHC class II binding data. (1) The peptide sequence is KQAYAATVAAAPQVK. The MHC is DRB1_0401 with pseudo-sequence DRB1_0401. The binding affinity (normalized) is 0.748. (2) The peptide sequence is ASIAARGWAAHRARA. The MHC is DRB5_0101 with pseudo-sequence DRB5_0101. The binding affinity (normalized) is 1.00.